Dataset: Full USPTO retrosynthesis dataset with 1.9M reactions from patents (1976-2016). Task: Predict the reactants needed to synthesize the given product. (1) The reactants are: Cl[C:2]1[N:11]=[CH:10][CH:9]=[C:8]2[C:3]=1[CH:4]=[C:5]([C:27]1[CH:32]=[CH:31][CH:30]=[CH:29][CH:28]=1)[C:6]([C:12]1[CH:17]=[CH:16][C:15]([CH:18]([NH:20]S(C(C)(C)C)=O)[CH3:19])=[CH:14][CH:13]=1)=[N:7]2.CC1(C)C(C)(C)OB([C:41]2[CH:42]=[N:43][N:44](C(OC(C)(C)C)=O)[CH:45]=2)O1.C(=O)([O-])[O-].[Cs+].[Cs+].Cl. Given the product [C:27]1([C:5]2[C:6]([C:12]3[CH:17]=[CH:16][C:15]([C@H:18]([NH2:20])[CH3:19])=[CH:14][CH:13]=3)=[N:7][C:8]3[C:3]([CH:4]=2)=[C:2]([C:41]2[CH:42]=[N:43][NH:44][CH:45]=2)[N:11]=[CH:10][CH:9]=3)[CH:28]=[CH:29][CH:30]=[CH:31][CH:32]=1, predict the reactants needed to synthesize it. (2) The reactants are: [Cl:1][C:2]1[CH:3]=[CH:4][C:5]([C:25]#[N:26])=[C:6]([C:8]2[C:13]([F:14])=[CH:12][N:11]([CH:15]([CH3:23])[C:16]([O:18]C(C)(C)C)=[O:17])[C:10](=[O:24])[CH:9]=2)[CH:7]=1.C(O)(C(F)(F)F)=O. Given the product [Cl:1][C:2]1[CH:3]=[CH:4][C:5]([C:25]#[N:26])=[C:6]([C:8]2[C:13]([F:14])=[CH:12][N:11]([CH:15]([CH3:23])[C:16]([OH:18])=[O:17])[C:10](=[O:24])[CH:9]=2)[CH:7]=1, predict the reactants needed to synthesize it. (3) The reactants are: [F:1][C:2]([F:7])([F:6])[C:3]([OH:5])=[O:4].[F:8][C:9]([F:14])([F:13])[C:10]([OH:12])=[O:11].FC(F)(F)C(O)=O.[Cl:22][C:23]1[CH:24]=[N:25][C:26]2[NH:27][C:28]3[CH:29]=[N:30][CH:31]=[C:32]([CH:54]=3)[CH2:33][CH2:34][C:35]3[CH:43]=[C:39]([NH:40][C:41]=1[N:42]=2)[CH:38]=[CH:37][C:36]=3[NH:44][C:45](=[O:53])[CH2:46][CH:47]1[CH2:52][CH2:51][NH:50][CH2:49][CH2:48]1.[F:55][C:56]1[CH:61]=[CH:60][CH:59]=[C:58]([N:62]=[C:63]=[O:64])[CH:57]=1. Given the product [F:1][C:2]([F:7])([F:6])[C:3]([OH:5])=[O:4].[F:8][C:9]([F:14])([F:13])[C:10]([OH:12])=[O:11].[Cl:22][C:23]1[CH:24]=[N:25][C:26]2[NH:27][C:28]3[CH:29]=[N:30][CH:31]=[C:32]([CH:54]=3)[CH2:33][CH2:34][C:35]3[CH:43]=[C:39]([NH:40][C:41]=1[N:42]=2)[CH:38]=[CH:37][C:36]=3[NH:44][C:45](=[O:53])[CH2:46][CH:47]1[CH2:52][CH2:51][N:50]([C:63]([NH:62][C:58]2[CH:59]=[CH:60][CH:61]=[C:56]([F:55])[CH:57]=2)=[O:64])[CH2:49][CH2:48]1, predict the reactants needed to synthesize it. (4) Given the product [OH:2][CH:1]([C:24]1[CH:29]=[CH:28][CH:27]=[CH:26][CH:25]=1)[C:3]1[CH:4]=[C:5]([C:14]([O:16][CH2:17][CH3:18])=[O:15])[C:6](=[O:13])[N:7]2[C:12]=1[CH:11]=[CH:10][CH:9]=[CH:8]2, predict the reactants needed to synthesize it. The reactants are: [CH:1]([C:3]1[CH:4]=[C:5]([C:14]([O:16][CH2:17][CH3:18])=[O:15])[C:6](=[O:13])[N:7]2[C:12]=1[CH:11]=[CH:10][CH:9]=[CH:8]2)=[O:2].C1COCC1.[C:24]1([Mg]Br)[CH:29]=[CH:28][CH:27]=[CH:26][CH:25]=1.[Cl-].[NH4+]. (5) Given the product [CH3:9][O:8][C:7]1[C:2]([CH:3]=[C:4]([CH3:13])[CH3:5])=[CH:3][C:4]2[C:13]3[N:14]([C:22]4[CH:26]=[CH:25][S:24][CH:23]=4)[N:15]=[C:16]([C:17]([O:19][CH2:20][CH3:21])=[O:18])[C:12]=3[CH2:11][O:10][C:5]=2[CH:6]=1, predict the reactants needed to synthesize it. The reactants are: Br[C:2]1[C:7]([O:8][CH3:9])=[CH:6][C:5]2[O:10][CH2:11][C:12]3[C:16]([C:17]([O:19][CH2:20][CH3:21])=[O:18])=[N:15][N:14]([C:22]4[CH:26]=[CH:25][S:24][CH:23]=4)[C:13]=3[C:4]=2[CH:3]=1.[O-]P(OP(OP([O-])([O-])=O)([O-])=O)(=O)[O-].[K+].[K+].[K+].[K+].[K+]. (6) Given the product [Cl:20][C:21]1[CH:35]=[CH:34][C:24]([O:25][C:26]2[CH:27]=[C:28]([CH2:29][N:4]3[CH2:3][CH2:2][N:1]([C:7]4[CH:8]=[CH:9][C:10]5[N:11]([C:13]([C:16]([F:17])([F:18])[F:19])=[N:14][N:15]=5)[N:12]=4)[CH2:6][CH2:5]3)[CH:31]=[CH:32][CH:33]=2)=[CH:23][CH:22]=1, predict the reactants needed to synthesize it. The reactants are: [N:1]1([C:7]2[CH:8]=[CH:9][C:10]3[N:11]([C:13]([C:16]([F:19])([F:18])[F:17])=[N:14][N:15]=3)[N:12]=2)[CH2:6][CH2:5][NH:4][CH2:3][CH2:2]1.[Cl:20][C:21]1[CH:35]=[CH:34][C:24]([O:25][C:26]2[CH:27]=[C:28]([CH:31]=[CH:32][CH:33]=2)[CH:29]=O)=[CH:23][CH:22]=1. (7) Given the product [CH2:7]([O:22][C:20]1[CH:19]=[CH:18][C:17]([C:23](=[O:25])[CH3:24])=[C:16]([OH:15])[CH:21]=1)[C:8]1[CH:13]=[CH:12][CH:11]=[CH:10][CH:9]=1, predict the reactants needed to synthesize it. The reactants are: C(=O)([O-])[O-].[K+].[K+].[CH2:7](Br)[C:8]1[CH:13]=[CH:12][CH:11]=[CH:10][CH:9]=1.[OH:15][C:16]1[CH:21]=[C:20]([OH:22])[CH:19]=[CH:18][C:17]=1[C:23](=[O:25])[CH3:24]. (8) Given the product [CH3:18][O:17][C:15]([C:1]1[CH:2]=[C:3]([CH:4]=[C:5]([C:7]([O:9][CH3:10])=[O:8])[CH:6]=1)[C:11]([OH:13])=[O:12])=[O:16], predict the reactants needed to synthesize it. The reactants are: [C:1]1([C:15]([O:17][CH3:18])=[O:16])[CH:6]=[C:5]([C:7]([O:9][CH3:10])=[O:8])[CH:4]=[C:3]([C:11]([O:13]C)=[O:12])[CH:2]=1.[OH-].[Na+].